Dataset: Catalyst prediction with 721,799 reactions and 888 catalyst types from USPTO. Task: Predict which catalyst facilitates the given reaction. (1) Reactant: [F:1][C:2]1[CH:7]=[CH:6][C:5]([NH:8][C:9](=[NH:20])[CH2:10][C:11]([C:13]2[CH:18]=[CH:17][C:16]([F:19])=[CH:15][CH:14]=2)=[O:12])=[CH:4][CH:3]=1.[C:21](OC)(=[O:24])[C:22]#[CH:23]. Product: [NH2:20][C:9]1[N:8]([C:5]2[CH:4]=[CH:3][C:2]([F:1])=[CH:7][CH:6]=2)[C:21](=[O:24])[CH:22]=[CH:23][C:10]=1[C:11](=[O:12])[C:13]1[CH:14]=[CH:15][C:16]([F:19])=[CH:17][CH:18]=1. The catalyst class is: 5. (2) Reactant: [CH2:1]([N:8]1[CH2:13][CH2:12][C:11]([C:16]2[CH:21]=[CH:20][N:19]=[CH:18][CH:17]=2)([NH:14][CH3:15])[CH2:10][CH2:9]1)[C:2]1[CH:7]=[CH:6][CH:5]=[CH:4][CH:3]=1.[H-].[Na+].Cl[C:25]([O:27][CH3:28])=[O:26]. Product: [CH2:1]([N:8]1[CH2:9][CH2:10][C:11]([N:14]([CH3:15])[C:25](=[O:26])[O:27][CH3:28])([C:16]2[CH:17]=[CH:18][N:19]=[CH:20][CH:21]=2)[CH2:12][CH2:13]1)[C:2]1[CH:7]=[CH:6][CH:5]=[CH:4][CH:3]=1. The catalyst class is: 54. (3) Reactant: [Br:1][C:2]1[C:3]([N:12]2[CH2:17][CH2:16][N:15]([CH2:18][C:19]3[CH:23]=[C:22]([CH3:24])[O:21][N:20]=3)[CH2:14][CH2:13]2)=[C:4]([N+:9]([O-])=O)[C:5]([NH2:8])=[N:6][CH:7]=1.CCO.[CH3:28][O:29][C:30]1[CH:31]=[C:32]([CH:35]=[CH:36][CH:37]=1)[CH:33]=O.[O-]S(S([O-])=O)=O.[Na+].[Na+]. Product: [Br:1][C:2]1[C:3]([N:12]2[CH2:17][CH2:16][N:15]([CH2:18][C:19]3[CH:23]=[C:22]([CH3:24])[O:21][N:20]=3)[CH2:14][CH2:13]2)=[C:4]2[N:9]=[C:33]([C:32]3[CH:35]=[CH:36][CH:37]=[C:30]([O:29][CH3:28])[CH:31]=3)[NH:8][C:5]2=[N:6][CH:7]=1. The catalyst class is: 27. (4) The catalyst class is: 42. Reactant: [Cl:1][C:2]1[C:3]([C:15]2[CH:20]=[C:19]([S:21]([CH3:23])=O)[N:18]=[C:17]([NH2:24])[N:16]=2)=[C:4]2[CH:13]=[CH:12][CH:11]=[C:10]3[C:5]2=[C:6]([CH:14]=1)[CH2:7][O:8][CH2:9]3.SC[C:27]([OH:29])=O.C([N:33](CC)C(C)C)(C)C.[Cl-].[NH4+].O.ON1C2C=CC=CC=2N=N1.Cl.C(N=C=NCCCN(C)C)C. Product: [NH2:24][C:17]1[N:18]=[C:19]([S:21][CH2:23][C:27]([NH2:33])=[O:29])[CH:20]=[C:15]([C:3]2[C:2]([Cl:1])=[CH:14][C:6]3[CH2:7][O:8][CH2:9][C:10]4[C:5]=3[C:4]=2[CH:13]=[CH:12][CH:11]=4)[N:16]=1. (5) Reactant: [F:1][C:2]1[CH:3]=[C:4]([NH:9][C:10]2[N:15]=[C:14]([N:16]3[C:20]([CH3:21])=[CH:19][C:18]([C:22]([F:25])([F:24])[F:23])=[N:17]3)[C:13]([C:26]3[CH:27]=[C:28](/[CH:32]=[CH:33]/[C:34]([O:36]CC)=[O:35])[CH:29]=[CH:30][CH:31]=3)=[CH:12][N:11]=2)[CH:5]=[C:6]([F:8])[CH:7]=1.O.[OH-].[Ba+2].[OH-]. Product: [F:8][C:6]1[CH:5]=[C:4]([NH:9][C:10]2[N:15]=[C:14]([N:16]3[C:20]([CH3:21])=[CH:19][C:18]([C:22]([F:25])([F:24])[F:23])=[N:17]3)[C:13]([C:26]3[CH:27]=[C:28](/[CH:32]=[CH:33]/[C:34]([OH:36])=[O:35])[CH:29]=[CH:30][CH:31]=3)=[CH:12][N:11]=2)[CH:3]=[C:2]([F:1])[CH:7]=1. The catalyst class is: 38. (6) Reactant: [Br:1][C:2]1[C:3](Cl)=[N:4][CH:5]=[C:6]([N+:8]([O-:10])=[O:9])[CH:7]=1.[CH3:12][O-:13].[Na+]. The catalyst class is: 5. Product: [Br:1][C:2]1[C:3]([O:13][CH3:12])=[N:4][CH:5]=[C:6]([N+:8]([O-:10])=[O:9])[CH:7]=1. (7) Reactant: Cl[C:2](Cl)([O:4]C(=O)OC(Cl)(Cl)Cl)Cl.[NH2:13][C:14]1[CH:18]=[C:17]([C:19]2[CH:24]=[CH:23][CH:22]=[CH:21][CH:20]=2)[S:16][C:15]=1[C:25]([O-:27])=[O:26].[NH2:28][CH:29]1[CH2:34][CH2:33][N:32]([C:35]([O:37][C:38]([CH3:41])([CH3:40])[CH3:39])=[O:36])[CH2:31][CH2:30]1.[CH3:42]CN(C(C)C)C(C)C. Product: [CH3:42][O:26][C:25]([C:15]1[S:16][C:17]([C:19]2[CH:24]=[CH:23][CH:22]=[CH:21][CH:20]=2)=[CH:18][C:14]=1[NH:13][C:2]([NH:28][CH:29]1[CH2:30][CH2:31][N:32]([C:35]([O:37][C:38]([CH3:41])([CH3:40])[CH3:39])=[O:36])[CH2:33][CH2:34]1)=[O:4])=[O:27]. The catalyst class is: 1.